This data is from Full USPTO retrosynthesis dataset with 1.9M reactions from patents (1976-2016). The task is: Predict the reactants needed to synthesize the given product. Given the product [CH3:19][O:20][C:9]([CH:10]1[NH:11][CH2:13][C:10]2[N:11]=[CH:12][N:8]([CH2:7][C:4]3[CH:3]=[CH:2][CH:1]=[CH:6][CH:5]=3)[C:9]=2[CH2:13]1)=[O:25], predict the reactants needed to synthesize it. The reactants are: [CH:1]1[CH:6]=[CH:5][C:4]([CH2:7][N:8]2[CH:12]=[N:11][C:10]([CH2:13][C@H](N)C(O)=O)=[CH:9]2)=[CH:3][CH:2]=1.[CH2:19]=[O:20].S(Cl)(Cl)=O.[OH2:25].